From a dataset of Full USPTO retrosynthesis dataset with 1.9M reactions from patents (1976-2016). Predict the reactants needed to synthesize the given product. (1) Given the product [Br:1][C:2]1[CH:3]=[CH:4][C:5]([CH3:12])=[C:6]([CH2:8][C:9]([NH:32][C:22]2([C:20]([O:19][CH3:18])=[O:21])[CH2:23][CH2:24][CH:25]([CH2:28][CH2:29][O:30][CH3:31])[CH2:26][CH2:27]2)=[O:11])[CH:7]=1, predict the reactants needed to synthesize it. The reactants are: [Br:1][C:2]1[CH:3]=[CH:4][C:5]([CH3:12])=[C:6]([CH2:8][C:9]([OH:11])=O)[CH:7]=1.S(Cl)(Cl)=O.Cl.[CH3:18][O:19][C:20]([C:22]1([NH2:32])[CH2:27][CH2:26][CH:25]([CH2:28][CH2:29][O:30][CH3:31])[CH2:24][CH2:23]1)=[O:21].C(=O)([O-])[O-].[K+].[K+]. (2) Given the product [OH:32][C:29]1([CH2:33][CH2:34][N:35]2[CH2:40][CH2:39][C@H:38]([OH:41])[C@@H:37]([CH3:42])[CH2:36]2)[CH2:30][CH2:31][CH:26]([NH:25][C:22]([C:16]2[NH:17][C:18]3[C:14]([CH:15]=2)=[C:13]([O:12][CH2:11][C:8]2[C:7]4[C:2](=[O:1])[CH2:3][CH2:4][CH2:5][C:6]=4[O:10][CH:9]=2)[CH:21]=[CH:20][CH:19]=3)=[O:23])[CH2:27][CH2:28]1, predict the reactants needed to synthesize it. The reactants are: [O:1]=[C:2]1[C:7]2[C:8]([CH2:11][O:12][C:13]3[CH:21]=[CH:20][CH:19]=[C:18]4[C:14]=3[CH:15]=[C:16]([C:22](O)=[O:23])[NH:17]4)=[CH:9][O:10][C:6]=2[CH2:5][CH2:4][CH2:3]1.[NH2:25][CH:26]1[CH2:31][CH2:30][C:29]([CH2:33][CH2:34][N:35]2[CH2:40][CH2:39][C@H:38]([OH:41])[C@@H:37]([CH3:42])[CH2:36]2)([OH:32])[CH2:28][CH2:27]1. (3) Given the product [F:23][C:24]1[CH:29]=[CH:28][C:27]([C:2]2[CH:7]=[CH:6][CH:5]=[C:4]([C:8]3[N:9]=[C:10]([CH:20]([CH3:22])[CH3:21])[NH:11][C:12]=3[C:13]3[CH:18]=[CH:17][CH:16]=[C:15]([CH3:19])[N:14]=3)[CH:3]=2)=[CH:26][CH:25]=1, predict the reactants needed to synthesize it. The reactants are: Br[C:2]1[CH:3]=[C:4]([C:8]2[N:9]=[C:10]([CH:20]([CH3:22])[CH3:21])[NH:11][C:12]=2[C:13]2[CH:18]=[CH:17][CH:16]=[C:15]([CH3:19])[N:14]=2)[CH:5]=[CH:6][CH:7]=1.[F:23][C:24]1[CH:29]=[CH:28][C:27](B(O)O)=[CH:26][CH:25]=1. (4) Given the product [F:1][CH:2]([F:18])[N:3]1[CH:7]=[C:6]([C:8](=[S:28])[NH2:10])[C:5]([C:11]2[CH:16]=[CH:15][C:14]([F:17])=[CH:13][CH:12]=2)=[N:4]1, predict the reactants needed to synthesize it. The reactants are: [F:1][CH:2]([F:18])[N:3]1[CH:7]=[C:6]([C:8]([NH2:10])=O)[C:5]([C:11]2[CH:16]=[CH:15][C:14]([F:17])=[CH:13][CH:12]=2)=[N:4]1.COC1C=CC(P2(SP(C3C=CC(OC)=CC=3)(=S)S2)=[S:28])=CC=1. (5) Given the product [OH:15][CH:16]1[CH:23]2[CH2:24][C:19]3([C:26]([NH:28][C@H:29]4[CH2:34][CH2:33][CH2:32][N:31]([C:35]([O:37][C:38]([CH3:41])([CH3:40])[CH3:39])=[O:36])[CH2:30]4)=[O:27])[CH2:20][CH:21]([CH2:25][CH:17]1[CH2:18]3)[CH2:22]2, predict the reactants needed to synthesize it. The reactants are: CCC(C)[BH-](C(C)CC)C(C)CC.[Li+].[O:15]=[C:16]1[CH:23]2[CH2:24][C:19]3([C:26]([NH:28][C@H:29]4[CH2:34][CH2:33][CH2:32][N:31]([C:35]([O:37][C:38]([CH3:41])([CH3:40])[CH3:39])=[O:36])[CH2:30]4)=[O:27])[CH2:20][CH:21]([CH2:25][CH:17]1[CH2:18]3)[CH2:22]2. (6) The reactants are: [O:1]1[C:6]2[CH:7]=[CH:8][CH:9]=[CH:10][C:5]=2[O:4][CH2:3][CH:2]1[CH2:11][N:12]1[CH2:17][CH2:16][CH2:15][C:14]([CH2:19][OH:20])([CH3:18])[CH2:13]1.[H-].[Na+].[CH3:23]I.O. Given the product [O:1]1[C:6]2[CH:7]=[CH:8][CH:9]=[CH:10][C:5]=2[O:4][CH2:3][CH:2]1[CH2:11][N:12]1[CH2:17][CH2:16][CH2:15][C:14]([CH2:19][O:20][CH3:23])([CH3:18])[CH2:13]1, predict the reactants needed to synthesize it. (7) Given the product [Cl:33][CH2:34][C:35]([NH:1][C:2]1[S:3][C:4]2[C:9]([N:10]=1)=[CH:8][CH:7]=[C:6]([O:11][C:12]1[CH:13]=[CH:14][C:15]([CH3:32])=[C:16]([NH:18][C:19](=[O:31])[C:20]3[CH:25]=[CH:24][CH:23]=[C:22]([C:26]4([C:29]#[N:30])[CH2:27][CH2:28]4)[CH:21]=3)[CH:17]=1)[N:5]=2)=[O:36], predict the reactants needed to synthesize it. The reactants are: [NH2:1][C:2]1[S:3][C:4]2[C:9]([N:10]=1)=[CH:8][CH:7]=[C:6]([O:11][C:12]1[CH:13]=[CH:14][C:15]([CH3:32])=[C:16]([NH:18][C:19](=[O:31])[C:20]3[CH:25]=[CH:24][CH:23]=[C:22]([C:26]4([C:29]#[N:30])[CH2:28][CH2:27]4)[CH:21]=3)[CH:17]=1)[N:5]=2.[Cl:33][CH2:34][C:35](Cl)=[O:36]. (8) Given the product [Cl:20][C:21]1[CH:22]=[CH:23][C:24]([C:27]2[CH:28]=[CH:29][C:30]([C:33]#[C:34][C:2]3[CH:11]=[CH:10][C:9]([O:12][CH2:13][CH2:14][N:15]4[CH2:19][CH2:18][CH2:17][CH2:16]4)=[C:8]4[C:3]=3[CH:4]=[CH:5][CH:6]=[N:7]4)=[N:31][CH:32]=2)=[CH:25][CH:26]=1, predict the reactants needed to synthesize it. The reactants are: I[C:2]1[CH:11]=[CH:10][C:9]([O:12][CH2:13][CH2:14][N:15]2[CH2:19][CH2:18][CH2:17][CH2:16]2)=[C:8]2[C:3]=1[CH:4]=[CH:5][CH:6]=[N:7]2.[Cl:20][C:21]1[CH:26]=[CH:25][C:24]([C:27]2[CH:28]=[CH:29][C:30]([C:33]#[CH:34])=[N:31][CH:32]=2)=[CH:23][CH:22]=1. (9) Given the product [Br:1][C:2]1[CH:3]=[C:4]([NH:5][C:18](=[O:20])[CH3:19])[CH:6]=[C:7]([N+:9]([O-:11])=[O:10])[CH:8]=1, predict the reactants needed to synthesize it. The reactants are: [Br:1][C:2]1[CH:3]=[C:4]([CH:6]=[C:7]([N+:9]([O-:11])=[O:10])[CH:8]=1)[NH2:5].N1C=CC=CC=1.[C:18](Cl)(=[O:20])[CH3:19]. (10) Given the product [CH3:19][N:17]([CH3:18])[C:16]([CH2:15][CH2:14][CH2:13][C:12]#[C:11][C:7]1[CH:6]=[C:5]([CH:10]=[CH:9][CH:8]=1)[C:4]([OH:21])=[O:3])=[O:20], predict the reactants needed to synthesize it. The reactants are: C([O:3][C:4](=[O:21])[C:5]1[CH:10]=[CH:9][CH:8]=[C:7]([C:11]#[C:12][CH2:13][CH2:14][CH2:15][C:16](=[O:20])[N:17]([CH3:19])[CH3:18])[CH:6]=1)C.[OH-].[Na+].Cl.